From a dataset of Peptide-MHC class II binding affinity with 134,281 pairs from IEDB. Regression. Given a peptide amino acid sequence and an MHC pseudo amino acid sequence, predict their binding affinity value. This is MHC class II binding data. The peptide sequence is ERIFKRFDTNGDGKI. The binding affinity (normalized) is 0.0526. The MHC is HLA-DQA10104-DQB10503 with pseudo-sequence HLA-DQA10104-DQB10503.